From a dataset of Forward reaction prediction with 1.9M reactions from USPTO patents (1976-2016). Predict the product of the given reaction. (1) Given the reactants Br[C:2]1[CH:7]=[CH:6][C:5]([N:8]2[CH2:13][CH2:12][CH2:11][CH:10]([OH:14])[C:9]2=[O:15])=[C:4]([F:16])[CH:3]=1.[CH3:17][S:18][C:19]1[CH:24]=[CH:23][CH:22]=[CH:21][C:20]=1B(O)O.C(=O)([O-])[O-].[Na+].[Na+], predict the reaction product. The product is: [F:16][C:4]1[CH:3]=[C:2]([C:20]2[CH:21]=[CH:22][CH:23]=[CH:24][C:19]=2[S:18][CH3:17])[CH:7]=[CH:6][C:5]=1[N:8]1[CH2:13][CH2:12][CH2:11][CH:10]([OH:14])[C:9]1=[O:15]. (2) Given the reactants [Cl:1][C:2]1[CH:17]=[CH:16][C:5]([O:6][C:7]2[CH:15]=[CH:14][C:10]([C:11](O)=[O:12])=[CH:9][CH:8]=2)=[C:4]([O:18][CH3:19])[CH:3]=1.[S:20]([NH2:24])([NH2:23])(=[O:22])=[O:21], predict the reaction product. The product is: [NH2:23][S:20]([NH:24][C:11](=[O:12])[C:10]1[CH:14]=[CH:15][C:7]([O:6][C:5]2[CH:16]=[CH:17][C:2]([Cl:1])=[CH:3][C:4]=2[O:18][CH3:19])=[CH:8][CH:9]=1)(=[O:22])=[O:21]. (3) Given the reactants F[C:2]1[C:7]([C:8]([OH:10])=[O:9])=[CH:6][CH:5]=[CH:4][N:3]=1.[CH3:11][C:12]1([CH3:18])[CH2:16][C@H:15]([CH3:17])[CH2:14][NH:13]1.C(=O)([O-])[O-].[K+].[K+].[F-].[Cs+].Cl, predict the reaction product. The product is: [CH3:11][C:12]1([CH3:18])[CH2:16][C@H:15]([CH3:17])[CH2:14][N:13]1[C:2]1[C:7]([C:8]([OH:10])=[O:9])=[CH:6][CH:5]=[CH:4][N:3]=1. (4) Given the reactants C([O:8][C@H:9]1[C@H:15]([O:16]CC2C=CC=CC=2)[C@@H:14]([O:24]CC2C=CC=CC=2)[C@:13]2([C:33]3[CH:38]=[CH:37][C:36]([Cl:39])=[C:35]([CH2:40][C:41]4[CH:46]=[CH:45][C:44]([O:47]CC5C=CC=CC=5)=[CH:43][CH:42]=4)[CH:34]=3)[O:32][C@@:10]1([C:55]([OH:58])([CH3:57])[CH3:56])[CH2:11][O:12]2)C1C=CC=CC=1.ClC1C=CC=CC=1Cl, predict the reaction product. The product is: [Cl:39][C:36]1[CH:37]=[CH:38][C:33]([C@@:13]23[O:32][C@@:10]([C:55]([OH:58])([CH3:57])[CH3:56])([CH2:11][O:12]2)[C@@H:9]([OH:8])[C@H:15]([OH:16])[C@H:14]3[OH:24])=[CH:34][C:35]=1[CH2:40][C:41]1[CH:42]=[CH:43][C:44]([OH:47])=[CH:45][CH:46]=1. (5) Given the reactants [Cl:1][C:2]1[CH:7]=[CH:6][C:5]([NH:8][C:9]([C:11]2[CH:12]=[C:13]([CH:25]=[CH:26][CH:27]=2)[CH2:14][S:15][CH2:16][CH2:17][C:18]([O:20]C(C)(C)C)=[O:19])=[O:10])=[C:4]([C:28](=[O:43])[NH:29][C:30]2[CH:34]=[CH:33][N:32]([C:35]3[CH:40]=[CH:39][C:38]([CH3:41])=[C:37]([CH3:42])[CH:36]=3)[N:31]=2)[CH:3]=1.FC(F)(F)C(O)=O, predict the reaction product. The product is: [Cl:1][C:2]1[CH:7]=[CH:6][C:5]([NH:8][C:9]([C:11]2[CH:12]=[C:13]([CH:25]=[CH:26][CH:27]=2)[CH2:14][S:15][CH2:16][CH2:17][C:18]([OH:20])=[O:19])=[O:10])=[C:4]([C:28](=[O:43])[NH:29][C:30]2[CH:34]=[CH:33][N:32]([C:35]3[CH:40]=[CH:39][C:38]([CH3:41])=[C:37]([CH3:42])[CH:36]=3)[N:31]=2)[CH:3]=1. (6) Given the reactants [F:1][C:2]1[CH:3]=[CH:4][C:5]([OH:10])=[C:6]([CH:9]=1)[CH:7]=O.Cl.C(NCC)C.[N+:17]([CH2:20][C:21](OC)=[O:22])([O-:19])=[O:18], predict the reaction product. The product is: [F:1][C:2]1[CH:9]=[C:6]2[C:5](=[CH:4][CH:3]=1)[O:10][C:21](=[O:22])[C:20]([N+:17]([O-:19])=[O:18])=[CH:7]2.